From a dataset of Catalyst prediction with 721,799 reactions and 888 catalyst types from USPTO. Predict which catalyst facilitates the given reaction. Reactant: [F:1][C:2]([F:12])([F:11])[C:3]1[CH:10]=[CH:9][C:6]([CH:7]=[O:8])=[CH:5][CH:4]=1.[N+:13]([CH:15](S(C1C=CC(C)=CC=1)(=O)=O)[CH3:16])#[C-:14].C([O-])([O-])=O.[K+].[K+]. Product: [CH3:16][C:15]1[N:13]=[CH:14][O:8][C:7]=1[C:6]1[CH:9]=[CH:10][C:3]([C:2]([F:11])([F:12])[F:1])=[CH:4][CH:5]=1. The catalyst class is: 5.